Dataset: Choline transporter screen with 302,306 compounds. Task: Binary Classification. Given a drug SMILES string, predict its activity (active/inactive) in a high-throughput screening assay against a specified biological target. The compound is S=c1n(c(n[nH]1)c1c(F)cccc1)CC=C. The result is 0 (inactive).